Dataset: Forward reaction prediction with 1.9M reactions from USPTO patents (1976-2016). Task: Predict the product of the given reaction. (1) Given the reactants [Cl:1][C:2]1[CH:3]=[C:4]([CH:23]=[CH:24][C:25]=1[F:26])[CH2:5][N:6]1[CH2:15][CH2:14][C:13]2[C:12]([C:16]([O:18]CC)=[O:17])=[N:11][CH:10]=[C:9]([OH:21])[C:8]=2[C:7]1=[O:22].[Li+].[OH-].Cl, predict the reaction product. The product is: [Cl:1][C:2]1[CH:3]=[C:4]([CH:23]=[CH:24][C:25]=1[F:26])[CH2:5][N:6]1[CH2:15][CH2:14][C:13]2[C:12]([C:16]([OH:18])=[O:17])=[N:11][CH:10]=[C:9]([OH:21])[C:8]=2[C:7]1=[O:22]. (2) Given the reactants C(OC(=O)C)(=O)C.[CH3:8][C:9]1[CH:17]=[CH:16][CH:15]=[CH:14][C:10]=1[C:11]([OH:13])=[O:12].[I:18]I, predict the reaction product. The product is: [I:18][C:15]1[CH:16]=[CH:17][C:9]([CH3:8])=[C:10]([CH:14]=1)[C:11]([OH:13])=[O:12]. (3) Given the reactants Cl[C:2]1[C:11]2[C:6](=[CH:7][C:8]([F:13])=[CH:9][C:10]=2[F:12])[N:5]=[C:4]([C:14]2[CH:15]=[N:16][CH:17]=[C:18]([S:20]([CH3:23])(=[O:22])=[O:21])[CH:19]=2)[C:3]=1[CH3:24].[O:25]1[CH2:30][CH2:29][N:28]([C:31]2[C:36]([NH2:37])=[CH:35][C:34]([N:38]3[CH2:43][CH2:42][O:41][CH2:40][CH2:39]3)=[CH:33][N:32]=2)[CH2:27][CH2:26]1.CC(C1C=C(C(C)C)C(C2C=CC=CC=2P(C2CCCCC2)C2CCCCC2)=C(C(C)C)C=1)C.CC(C)([O-])C.[Na+], predict the reaction product. The product is: [O:25]1[CH2:30][CH2:29][N:28]([C:31]2[C:36]([NH:37][C:2]3[C:11]4[C:6](=[CH:7][C:8]([F:13])=[CH:9][C:10]=4[F:12])[N:5]=[C:4]([C:14]4[CH:15]=[N:16][CH:17]=[C:18]([S:20]([CH3:23])(=[O:22])=[O:21])[CH:19]=4)[C:3]=3[CH3:24])=[CH:35][C:34]([N:38]3[CH2:39][CH2:40][O:41][CH2:42][CH2:43]3)=[CH:33][N:32]=2)[CH2:27][CH2:26]1. (4) The product is: [F:9][C:10]1[C:15]([C:16]([F:19])([F:18])[F:17])=[CH:14][CH:13]=[CH:12][C:11]=1[C:20]1[CH:25]=[CH:24][N:23]=[C:22]([C:26](=[N:7][OH:8])[NH2:27])[CH:21]=1. Given the reactants C(=O)([O-])O.[Na+].Cl.[NH2:7][OH:8].[F:9][C:10]1[C:15]([C:16]([F:19])([F:18])[F:17])=[CH:14][CH:13]=[CH:12][C:11]=1[C:20]1[CH:25]=[CH:24][N:23]=[C:22]([C:26]#[N:27])[CH:21]=1, predict the reaction product.